Dataset: Full USPTO retrosynthesis dataset with 1.9M reactions from patents (1976-2016). Task: Predict the reactants needed to synthesize the given product. (1) Given the product [Cl:1][C:2]1[N:10]([CH2:11][O:12][CH2:13][CH2:14][Si:15]([CH3:18])([CH3:16])[CH3:17])[C:9]2[C:4](=[N:5][C:6]([C:20]3[CH:21]=[CH:22][C:23]([C:26]4([CH:29]([OH:30])[CH3:31])[CH2:28][CH2:27]4)=[CH:24][CH:25]=3)=[C:7]([Cl:19])[CH:8]=2)[CH:3]=1, predict the reactants needed to synthesize it. The reactants are: [Cl:1][C:2]1[N:10]([CH2:11][O:12][CH2:13][CH2:14][Si:15]([CH3:18])([CH3:17])[CH3:16])[C:9]2[C:4](=[N:5][C:6]([C:20]3[CH:25]=[CH:24][C:23]([C:26]4([CH:29]=[O:30])[CH2:28][CH2:27]4)=[CH:22][CH:21]=3)=[C:7]([Cl:19])[CH:8]=2)[CH:3]=1.[CH3:31][Mg+].[Br-].N#N. (2) Given the product [Cl:1][C:2]1[CH:3]=[C:4]2[C:12](=[C:13]([NH:15][C:16]([C@@H:18]3[CH2:19][O:20][C:21]([CH3:29])([CH3:28])[CH2:22][N:23]3[CH2:24][C:25]([N:30]3[CH2:35][CH2:34][O:33][CH2:32][CH2:31]3)=[O:26])=[O:17])[CH:14]=1)[NH:11][C:10]1[CH:9]=[N:8][CH:7]=[CH:6][C:5]2=1, predict the reactants needed to synthesize it. The reactants are: [Cl:1][C:2]1[CH:3]=[C:4]2[C:12](=[C:13]([NH:15][C:16]([C@H:18]3[N:23]([CH2:24][C:25](O)=[O:26])[CH2:22][C:21]([CH3:29])([CH3:28])[O:20][CH2:19]3)=[O:17])[CH:14]=1)[NH:11][C:10]1[CH:9]=[N:8][CH:7]=[CH:6][C:5]2=1.[NH:30]1[CH2:35][CH2:34][O:33][CH2:32][CH2:31]1.C([O-])(=O)C.[NH4+]. (3) Given the product [CH3:13][S:12][C:9]1[N:10]=[CH:11][C:6]2[C:4](=[O:3])[NH:16][CH:15]=[CH:14][C:7]=2[N:8]=1, predict the reactants needed to synthesize it. The reactants are: C([O:3][C:4]([C:6]1[C:7](/[CH:14]=[CH:15]/[N:16](C)C)=[N:8][C:9]([S:12][CH3:13])=[N:10][CH:11]=1)=O)C.C([O-])(=O)C.[NH4+]. (4) Given the product [CH:1]1([C@@H:5]([N:7]([CH2:17][C:18]2[CH:23]=[CH:22][CH:21]=[C:20]([CH3:24])[CH:19]=2)[S:8]([C:10]([CH3:12])([CH3:11])[CH3:13])=[O:9])[CH3:6])[CH2:4][CH2:3][CH2:2]1, predict the reactants needed to synthesize it. The reactants are: [CH:1]1([C@@H:5]([NH:7][S:8]([C:10]([CH3:13])([CH3:12])[CH3:11])=[O:9])[CH3:6])[CH2:4][CH2:3][CH2:2]1.[H-].[Na+].Br[CH2:17][C:18]1[CH:23]=[CH:22][CH:21]=[C:20]([CH3:24])[CH:19]=1. (5) The reactants are: [F:1][C:2]([F:24])([F:23])[C:3]1[N:8]=[CH:7][C:6]([O:9][C:10]2[CH:11]=[C:12]3[C:17](=[CH:18][CH:19]=2)[N:16]=[C:15]([C:20](O)=[O:21])[CH:14]=[CH:13]3)=[CH:5][CH:4]=1.F[B-](F)(F)F.N1(OC(N(C)C)=[N+](C)C)C2C=CC=CC=2N=N1.C(N(CC)CC)C.[N:54]1([C:60]([O:62][C:63]([CH3:66])([CH3:65])[CH3:64])=[O:61])[CH2:59][CH2:58][NH:57][CH2:56][CH2:55]1. Given the product [F:1][C:2]([F:23])([F:24])[C:3]1[N:8]=[CH:7][C:6]([O:9][C:10]2[CH:11]=[C:12]3[C:17](=[CH:18][CH:19]=2)[N:16]=[C:15]([C:20]([N:57]2[CH2:56][CH2:55][N:54]([C:60]([O:62][C:63]([CH3:66])([CH3:65])[CH3:64])=[O:61])[CH2:59][CH2:58]2)=[O:21])[CH:14]=[CH:13]3)=[CH:5][CH:4]=1, predict the reactants needed to synthesize it.